Dataset: Forward reaction prediction with 1.9M reactions from USPTO patents (1976-2016). Task: Predict the product of the given reaction. (1) Given the reactants [O:1]1[C:5]2([CH2:10][CH2:9][CH:8]([OH:11])[CH2:7][CH2:6]2)[O:4][CH2:3][CH2:2]1.Br[CH2:13][CH2:14][CH3:15].[H-].[Na+].O, predict the reaction product. The product is: [CH2:13]([O:11][CH:8]1[CH2:9][CH2:10][C:5]2([O:4][CH2:3][CH2:2][O:1]2)[CH2:6][CH2:7]1)[CH2:14][CH3:15]. (2) Given the reactants [CH3:1][C:2]1[CH:7]=[C:6]([O:8][CH2:9][CH2:10][CH:11]([C:16]2[S:17][C:18]3[CH:25]=[C:24]([C:26]([F:29])([F:28])[F:27])[CH:23]=[CH:22][C:19]=3[C:20]=2[CH3:21])[CH2:12][CH2:13][O:14][CH3:15])[CH:5]=[CH:4][C:3]=1[O:30][CH2:31][C:32]([O:34]CC)=[O:33].[OH-].[Na+], predict the reaction product. The product is: [CH3:1][C:2]1[CH:7]=[C:6]([O:8][CH2:9][CH2:10][CH:11]([C:16]2[S:17][C:18]3[CH:25]=[C:24]([C:26]([F:27])([F:28])[F:29])[CH:23]=[CH:22][C:19]=3[C:20]=2[CH3:21])[CH2:12][CH2:13][O:14][CH3:15])[CH:5]=[CH:4][C:3]=1[O:30][CH2:31][C:32]([OH:34])=[O:33]. (3) Given the reactants [C:1]1([C:7]2[C:8]([C:17]3[CH:22]=[CH:21][C:20]([CH2:23][OH:24])=[CH:19][CH:18]=3)=[N:9][C:10]3[C:15]([CH:16]=2)=[CH:14][CH:13]=[N:12][CH:11]=3)[CH:6]=[CH:5][CH:4]=[CH:3][CH:2]=1.ClC1C=CC=C(C(OO)=[O:33])C=1, predict the reaction product. The product is: [O-:33][N+:12]1[CH:11]=[C:10]2[C:15]([CH:16]=[C:7]([C:1]3[CH:6]=[CH:5][CH:4]=[CH:3][CH:2]=3)[C:8]([C:17]3[CH:18]=[CH:19][C:20]([CH2:23][OH:24])=[CH:21][CH:22]=3)=[N:9]2)=[CH:14][CH:13]=1.